From a dataset of Catalyst prediction with 721,799 reactions and 888 catalyst types from USPTO. Predict which catalyst facilitates the given reaction. (1) Reactant: Br[C:2]1[C:3]([CH2:10][O:11][CH2:12][O:13][CH3:14])=[N:4][C:5]([O:8][CH3:9])=[CH:6][CH:7]=1.CC(C)([O-])C.[Na+].[NH:21]1[CH2:25][CH2:24][CH2:23][CH2:22]1. Product: [CH3:9][O:8][C:5]1[N:4]=[C:3]([CH2:10][O:11][CH2:12][O:13][CH3:14])[C:2]([N:21]2[CH2:25][CH2:24][CH2:23][CH2:22]2)=[CH:7][CH:6]=1. The catalyst class is: 11. (2) Product: [ClH:1].[ClH:1].[OH:50][CH:38]([CH:39]([OH:49])[C:40]1[CH:41]=[CH:42][C:43]([N+:46]([O-:48])=[O:47])=[CH:44][CH:45]=1)[CH2:37][NH:14][CH2:15][CH2:16][NH:17][S:18]([C:21]1[C:22]2[CH:23]=[CH:24][N:25]=[CH:26][C:27]=2[CH:28]=[C:29]([C:31]2[CH:32]=[CH:33][CH:34]=[CH:35][CH:36]=2)[CH:30]=1)(=[O:20])=[O:19]. Reactant: [ClH:1].O1CCOCC1.C(OC(=O)[N:14]([CH2:37][CH:38]([OH:50])[CH:39]([OH:49])[C:40]1[CH:45]=[CH:44][C:43]([N+:46]([O-:48])=[O:47])=[CH:42][CH:41]=1)[CH2:15][CH2:16][NH:17][S:18]([C:21]1[C:22]2[CH:23]=[CH:24][N:25]=[CH:26][C:27]=2[CH:28]=[C:29]([C:31]2[CH:36]=[CH:35][CH:34]=[CH:33][CH:32]=2)[CH:30]=1)(=[O:20])=[O:19])(C)(C)C.CO. The catalyst class is: 2.